This data is from Peptide-MHC class I binding affinity with 185,985 pairs from IEDB/IMGT. The task is: Regression. Given a peptide amino acid sequence and an MHC pseudo amino acid sequence, predict their binding affinity value. This is MHC class I binding data. (1) The peptide sequence is GSFKEYVFW. The MHC is HLA-B27:05 with pseudo-sequence HLA-B27:05. The binding affinity (normalized) is 0.0847. (2) The peptide sequence is WQQIGLVEV. The MHC is HLA-B46:01 with pseudo-sequence HLA-B46:01. The binding affinity (normalized) is 0.0847. (3) The peptide sequence is KNSPGMVPL. The MHC is HLA-A11:01 with pseudo-sequence HLA-A11:01. The binding affinity (normalized) is 0.0741. (4) The peptide sequence is GTDNSVVLSR. The MHC is HLA-A68:01 with pseudo-sequence HLA-A68:01. The binding affinity (normalized) is 0.0847. (5) The peptide sequence is KPPRGVLLY. The MHC is HLA-B57:01 with pseudo-sequence HLA-B57:01. The binding affinity (normalized) is 0.0847. (6) The peptide sequence is TVFRNQNRV. The MHC is HLA-A68:02 with pseudo-sequence HLA-A68:02. The binding affinity (normalized) is 1.00.